This data is from Peptide-MHC class I binding affinity with 185,985 pairs from IEDB/IMGT. The task is: Regression. Given a peptide amino acid sequence and an MHC pseudo amino acid sequence, predict their binding affinity value. This is MHC class I binding data. The peptide sequence is VVPGFQALS. The MHC is Mamu-A02 with pseudo-sequence Mamu-A02. The binding affinity (normalized) is 0.